The task is: Regression. Given a peptide amino acid sequence and an MHC pseudo amino acid sequence, predict their binding affinity value. This is MHC class I binding data.. This data is from Peptide-MHC class I binding affinity with 185,985 pairs from IEDB/IMGT. (1) The peptide sequence is GVKGFSFKY. The MHC is HLA-B15:01 with pseudo-sequence HLA-B15:01. The binding affinity (normalized) is 0.0847. (2) The peptide sequence is TEANAGQFL. The MHC is HLA-A25:01 with pseudo-sequence HLA-A25:01. The binding affinity (normalized) is 0.0847. (3) The peptide sequence is ELFYILIAK. The MHC is HLA-B40:01 with pseudo-sequence HLA-B40:01. The binding affinity (normalized) is 0.0847. (4) The peptide sequence is STMPLVMAW. The MHC is HLA-B58:01 with pseudo-sequence HLA-B58:01. The binding affinity (normalized) is 0.920. (5) The peptide sequence is INQLFRVL. The MHC is H-2-Kb with pseudo-sequence H-2-Kb. The binding affinity (normalized) is 0.961. (6) The peptide sequence is EEMATKADY. The MHC is HLA-A31:01 with pseudo-sequence HLA-A31:01. The binding affinity (normalized) is 0.0847. (7) The peptide sequence is IEVSSDISF. The MHC is HLA-B15:03 with pseudo-sequence HLA-B15:03. The binding affinity (normalized) is 0.790.